Task: Regression. Given a peptide amino acid sequence and an MHC pseudo amino acid sequence, predict their binding affinity value. This is MHC class I binding data.. Dataset: Peptide-MHC class I binding affinity with 185,985 pairs from IEDB/IMGT The MHC is H-2-Db with pseudo-sequence H-2-Db. The peptide sequence is TSYKFESV. The binding affinity (normalized) is 0.